Dataset: Reaction yield outcomes from USPTO patents with 853,638 reactions. Task: Predict the reaction yield, written as a fraction of the theoretical maximum amount of product (1.0 means a 100% yield; for example, 0.34 means a 34% yield). (1) The reactants are [CH2:1]([OH:4])[C:2]#[CH:3].N1C=CN=C1.[CH3:10][C:11]([Si:14](Cl)([CH3:16])[CH3:15])([CH3:13])[CH3:12].O. The catalyst is CN(C=O)C. The product is [C:11]([Si:14]([CH3:16])([CH3:15])[O:4][CH2:1][C:2]#[CH:3])([CH3:13])([CH3:12])[CH3:10]. The yield is 0.329. (2) The reactants are [Cl-].[CH3:2][O:3][CH2:4][P+](C1C=CC=CC=1)(C1C=CC=CC=1)C1C=CC=CC=1.[Li+].CC([N-]C(C)C)C.[Br:32][C:33]1[N:38]=[C:37]([CH:39]=O)[CH:36]=[CH:35][CH:34]=1.O. The catalyst is C1COCC1. The product is [Br:32][C:33]1[CH:34]=[CH:35][CH:36]=[C:37](/[CH:39]=[CH:2]/[O:3][CH3:4])[N:38]=1. The yield is 0.220. (3) The reactants are [CH3:1][O:2][C:3]1[CH:8]=[CH:7][C:6]([NH:9][C:10]2[S:11][C:12]([NH:18][C:19](=[O:30])[C:20]3[CH:25]=[CH:24][C:23]([CH3:26])=[C:22]([N+:27]([O-])=O)[CH:21]=3)=[C:13]([C:15]([NH2:17])=[O:16])[N:14]=2)=[CH:5][CH:4]=1. The yield is 0.890. The catalyst is C1COCC1.CO.[Pd]. The product is [NH2:27][C:22]1[CH:21]=[C:20]([CH:25]=[CH:24][C:23]=1[CH3:26])[C:19]([NH:18][C:12]1[S:11][C:10]([NH:9][C:6]2[CH:5]=[CH:4][C:3]([O:2][CH3:1])=[CH:8][CH:7]=2)=[N:14][C:13]=1[C:15]([NH2:17])=[O:16])=[O:30]. (4) The reactants are [Cl:1][C:2]1[CH:7]=[C:6]([F:8])[CH:5]=[CH:4][C:3]=1[CH:9]1[C:14]([C:15]([O:17][CH2:18][CH3:19])=[O:16])=[C:13]([CH3:20])[NH:12][C:11]([C:21]2[S:22][C:23]([F:26])=[CH:24][N:25]=2)=[N:10]1.C1C(=O)N([Br:34])C(=O)C1. No catalyst specified. The product is [Br:34][CH2:20][C:13]1[NH:12][C:11]([C:21]2[S:22][C:23]([F:26])=[CH:24][N:25]=2)=[N:10][CH:9]([C:3]2[CH:4]=[CH:5][C:6]([F:8])=[CH:7][C:2]=2[Cl:1])[C:14]=1[C:15]([O:17][CH2:18][CH3:19])=[O:16]. The yield is 0.650. (5) The reactants are Cl.Cl.[NH2:3][CH:4]1[CH:9]2[CH2:10][CH2:11][N:6]([CH2:7][CH2:8]2)[CH2:5]1.C([O-])([O-])=O.[Na+].[Na+].[CH:18](=O)[C:19]1[CH:24]=[CH:23][CH:22]=[CH:21][CH:20]=1.[BH4-].[Na+]. The catalyst is CCO. The product is [C:19]1([CH2:18][NH:3][CH:4]2[CH:9]3[CH2:10][CH2:11][N:6]([CH2:7][CH2:8]3)[CH2:5]2)[CH:24]=[CH:23][CH:22]=[CH:21][CH:20]=1. The yield is 0.760. (6) The yield is 0.310. The catalyst is C1(C)C=CC=CC=1. The product is [CH3:10][S:9][C:6]1[N:7]=[CH:8][C:3]([C:1]2[S:14][C:13]3[CH:15]=[CH:16][CH:17]=[CH:18][C:12]=3[C:11](=[O:19])[N:2]=2)=[CH:4][CH:5]=1. The reactants are [C:1]([C:3]1[CH:4]=[CH:5][C:6]([S:9][CH3:10])=[N:7][CH:8]=1)#[N:2].[C:11](OC)(=[O:19])[C:12]1[C:13](=[CH:15][CH:16]=[CH:17][CH:18]=1)[SH:14].C(N(CC)CC)C. (7) The yield is 0.460. The catalyst is C(OCC)(=O)C. The reactants are [Br:1][C:2]1[CH:3]=[C:4]2[C:9](=[CH:10][CH:11]=1)[N:8]([CH3:12])[CH:7]=[C:6]([NH:13][C:14]([CH:16]1[CH2:18][CH2:17]1)=[O:15])[C:5]2=[O:19].[CH3:20]N(C)C=O.[H-].[Na+].IC. The product is [Br:1][C:2]1[CH:3]=[C:4]2[C:9](=[CH:10][CH:11]=1)[N:8]([CH3:12])[CH:7]=[C:6]([N:13]([CH3:20])[C:14]([CH:16]1[CH2:17][CH2:18]1)=[O:15])[C:5]2=[O:19]. (8) The reactants are [Br:1][C:2]1[N:7]=[C:6]([N+:8]([O-])=O)[C:5]([O:11][CH2:12][C:13](OCC)=[O:14])=[C:4]([CH3:18])[CH:3]=1.[Cl-].[Cl-].[Ca+2]. The catalyst is [Fe].CCO.O. The product is [Br:1][C:2]1[CH:3]=[C:4]([CH3:18])[C:5]2[O:11][CH2:12][C:13](=[O:14])[NH:8][C:6]=2[N:7]=1. The yield is 0.410. (9) The reactants are [CH3:1][O:2][C:3]1[CH:11]=[CH:10][C:6]([C:7]([OH:9])=O)=[CH:5][C:4]=1[S:12]([N:15]1[CH2:20][CH2:19][O:18][CH2:17][CH2:16]1)(=[O:14])=[O:13].CCN=C=NCCCN(C)C.C1C=CC2N(O)N=NC=2C=1.[Cl:42][C:43]1[CH:44]=[C:45]([C@H:49]([NH2:51])[CH3:50])[CH:46]=[CH:47][CH:48]=1. The catalyst is CN(C=O)C.CCOC(C)=O.O. The product is [Cl:42][C:43]1[CH:44]=[C:45]([C@H:49]([NH:51][C:7](=[O:9])[C:6]2[CH:10]=[CH:11][C:3]([O:2][CH3:1])=[C:4]([S:12]([N:15]3[CH2:20][CH2:19][O:18][CH2:17][CH2:16]3)(=[O:14])=[O:13])[CH:5]=2)[CH3:50])[CH:46]=[CH:47][CH:48]=1. The yield is 0.950.